Dataset: Catalyst prediction with 721,799 reactions and 888 catalyst types from USPTO. Task: Predict which catalyst facilitates the given reaction. (1) Reactant: F[P-](F)(F)(F)(F)F.C[N+](C)=C(N(C)C)ON1C2N=CC=CC=2N=N1.[CH2:25]([N:27]1[CH:32]=[C:31]([C:33]([OH:35])=O)[C:30](=[O:36])[N:29]([C:37]2[CH:42]=[CH:41][C:40]([F:43])=[CH:39][CH:38]=2)[C:28]1=[O:44])[CH3:26].C(N(CC)C(C)C)(C)C.[CH3:54][O:55][C:56]1[CH:57]=[C:58]2[C:63](=[CH:64][C:65]=1[O:66][CH3:67])[N:62]=[CH:61][CH:60]=[C:59]2[O:68][C:69]1[CH:74]=[CH:73][C:72]([NH2:75])=[CH:71][C:70]=1[F:76]. Product: [CH3:54][O:55][C:56]1[CH:57]=[C:58]2[C:63](=[CH:64][C:65]=1[O:66][CH3:67])[N:62]=[CH:61][CH:60]=[C:59]2[O:68][C:69]1[CH:74]=[CH:73][C:72]([NH:75][C:33]([C:31]2[C:30](=[O:36])[N:29]([C:37]3[CH:42]=[CH:41][C:40]([F:43])=[CH:39][CH:38]=3)[C:28](=[O:44])[N:27]([CH2:25][CH3:26])[CH:32]=2)=[O:35])=[CH:71][C:70]=1[F:76]. The catalyst class is: 508. (2) Reactant: [OH:1][CH2:2][C:3]1([CH2:6][OH:7])[CH2:5][CH2:4]1.C(N(CC)CC)C.[C:15](Cl)(=[O:22])[C:16]1[CH:21]=[CH:20][CH:19]=[CH:18][CH:17]=1.[S:24](Cl)([C:27]1[CH:33]=[CH:32][C:30]([CH3:31])=[CH:29][CH:28]=1)(=[O:26])=[O:25]. Product: [C:15]([O:1][CH2:2][C:3]1([CH2:6][O:7][S:24]([C:27]2[CH:33]=[CH:32][C:30]([CH3:31])=[CH:29][CH:28]=2)(=[O:26])=[O:25])[CH2:5][CH2:4]1)(=[O:22])[C:16]1[CH:21]=[CH:20][CH:19]=[CH:18][CH:17]=1. The catalyst class is: 2. (3) Reactant: [Cl:1][C:2]1[CH:12]=[C:11]([N+:13]([O-])=O)[C:5]2[O:6][CH2:7][C:8](=[O:10])[NH:9][C:4]=2[CH:3]=1. Product: [NH2:13][C:11]1[C:5]2[O:6][CH2:7][C:8](=[O:10])[NH:9][C:4]=2[CH:3]=[C:2]([Cl:1])[CH:12]=1. The catalyst class is: 350. (4) Reactant: ClC(OC(Cl)C)=O.C([N:15]1[CH2:19][C@@H:18]([C:20]2[CH:25]=[CH:24][C:23]([Cl:26])=[C:22]([Cl:27])[CH:21]=2)[C@H:17]([C:28]([O:30][CH3:31])=[O:29])[CH2:16]1)C1C=CC=CC=1. Product: [Cl:27][C:22]1[CH:21]=[C:20]([C@@H:18]2[CH2:19][NH:15][CH2:16][C@H:17]2[C:28]([O:30][CH3:31])=[O:29])[CH:25]=[CH:24][C:23]=1[Cl:26]. The catalyst class is: 26. (5) Reactant: [Br:1][C:2]1[C:3]([F:12])=[CH:4][C:5](I)=[C:6]([CH:10]=1)[C:7]([OH:9])=[O:8].[Cl:13][C:14]1[N:19]=[CH:18][C:17]([OH:20])=[CH:16][CH:15]=1.C(=O)([O-])[O-].[Cs+].[Cs+].C(OCC)(=O)C. Product: [Br:1][C:2]1[C:3]([F:12])=[CH:4][C:5]([O:20][C:17]2[CH:18]=[N:19][C:14]([Cl:13])=[CH:15][CH:16]=2)=[C:6]([CH:10]=1)[C:7]([OH:9])=[O:8]. The catalyst class is: 809. (6) Reactant: [NH2:1][CH2:2][CH2:3][CH2:4][N:5]1[N:10]=[C:9]([C:11]2[CH:25]=[CH:24][C:14]3[N:15]([CH3:23])[C:16]([C:18]4[O:19][CH:20]=[CH:21][CH:22]=4)=[N:17][C:13]=3[CH:12]=2)[CH2:8][S:7][C:6]1=[O:26].[Cl:27][C:28]1[CH:33]=[CH:32][C:31]([N:34]=[C:35]=[O:36])=[CH:30][CH:29]=1.C1COCC1. Product: [Cl:27][C:28]1[CH:33]=[CH:32][C:31]([NH:34][C:35]([NH:1][CH2:2][CH2:3][CH2:4][N:5]2[N:10]=[C:9]([C:11]3[CH:25]=[CH:24][C:14]4[N:15]([CH3:23])[C:16]([C:18]5[O:19][CH:20]=[CH:21][CH:22]=5)=[N:17][C:13]=4[CH:12]=3)[CH2:8][S:7][C:6]2=[O:26])=[O:36])=[CH:30][CH:29]=1. The catalyst class is: 66.